Dataset: Full USPTO retrosynthesis dataset with 1.9M reactions from patents (1976-2016). Task: Predict the reactants needed to synthesize the given product. Given the product [Cl:1][C:2]1[CH:10]=[C:9]2[C:5]([CH:6]=[C:7]([C:11]([O:13][CH3:14])=[O:12])[N:8]2[CH2:18][C:19]#[N:20])=[CH:4][CH:3]=1, predict the reactants needed to synthesize it. The reactants are: [Cl:1][C:2]1[CH:10]=[C:9]2[C:5]([CH:6]=[C:7]([C:11]([O:13][CH3:14])=[O:12])[NH:8]2)=[CH:4][CH:3]=1.[H-].[Na+].Cl[CH2:18][C:19]#[N:20].